Dataset: Full USPTO retrosynthesis dataset with 1.9M reactions from patents (1976-2016). Task: Predict the reactants needed to synthesize the given product. (1) Given the product [CH3:1][O:2][C:3]1[CH:4]=[C:5]2[C:10](=[CH:11][C:12]=1[O:13][CH3:14])[C:9]([CH3:15])=[N:8][C:7]([OH:16])=[C:6]2[CH2:20][C:21]1[CH:26]=[CH:25][CH:24]=[C:23]([O:27][C:28]2[CH:33]=[CH:32][CH:31]=[CH:30][CH:29]=2)[CH:22]=1, predict the reactants needed to synthesize it. The reactants are: [CH3:1][O:2][C:3]1[CH:4]=[C:5]2[C:10](=[CH:11][C:12]=1[O:13][CH3:14])[C:9]([CH3:15])=[N:8][C:7]([OH:16])=[CH:6]2.[OH-].[K+].Br[CH2:20][C:21]1[CH:26]=[CH:25][CH:24]=[C:23]([O:27][C:28]2[CH:33]=[CH:32][CH:31]=[CH:30][CH:29]=2)[CH:22]=1. (2) Given the product [NH2:30][C:26]1[N:27]=[CH:28][N:29]=[C:24]([NH:1][C@H:2]([C:5]2[N:14]([C:15]3[CH:16]=[CH:17][CH:18]=[CH:19][CH:20]=3)[C:13](=[O:21])[C:12]3[C:7](=[CH:8][CH:9]=[CH:10][C:11]=3[CH3:22])[N:6]=2)[CH2:3][CH3:4])[C:25]=1[C:31]1[O:32][C:33]([CH3:36])=[N:34][N:35]=1, predict the reactants needed to synthesize it. The reactants are: [NH2:1][C@H:2]([C:5]1[N:14]([C:15]2[CH:20]=[CH:19][CH:18]=[CH:17][CH:16]=2)[C:13](=[O:21])[C:12]2[C:7](=[CH:8][CH:9]=[CH:10][C:11]=2[CH3:22])[N:6]=1)[CH2:3][CH3:4].Cl[C:24]1[N:29]=[CH:28][N:27]=[C:26]([NH2:30])[C:25]=1[C:31]1[O:32][C:33]([CH3:36])=[N:34][N:35]=1.CCN(C(C)C)C(C)C.CCOC(C)=O. (3) Given the product [C:10]([O:9][C:8](=[O:14])[NH:7][C@H:3]1[CH2:4][CH2:5][CH2:6][N:1]([C:16]2[C:24]([F:25])=[CH:23][C:22]([C:26]#[N:27])=[C:21]3[C:17]=2[C:18]([CH3:29])=[C:19]([CH3:28])[NH:20]3)[CH2:2]1)([CH3:11])([CH3:13])[CH3:12], predict the reactants needed to synthesize it. The reactants are: [NH:1]1[CH2:6][CH2:5][CH2:4][C@H:3]([NH:7][C:8](=[O:14])[O:9][C:10]([CH3:13])([CH3:12])[CH3:11])[CH2:2]1.Br[C:16]1[C:24]([F:25])=[CH:23][C:22]([C:26]#[N:27])=[C:21]2[C:17]=1[C:18]([CH3:29])=[C:19]([CH3:28])[NH:20]2.C(=O)([O-])[O-].[Cs+].[Cs+].C1C=CC(P(C2C(C3C(P(C4C=CC=CC=4)C4C=CC=CC=4)=CC=C4C=3C=CC=C4)=C3C(C=CC=C3)=CC=2)C2C=CC=CC=2)=CC=1. (4) Given the product [CH3:10][C:11]1[CH:12]=[C:13]([C:17](=[C:21]([C:20]#[N:24])[C:22]#[N:23])[CH3:18])[CH:14]=[CH:15][CH:16]=1, predict the reactants needed to synthesize it. The reactants are: C[Si](C)(C)N[Si](C)(C)C.[CH3:10][C:11]1[CH:12]=[C:13]([C:17](=O)[CH3:18])[CH:14]=[CH:15][CH:16]=1.[C:20](#[N:24])[CH2:21][C:22]#[N:23].